From a dataset of Catalyst prediction with 721,799 reactions and 888 catalyst types from USPTO. Predict which catalyst facilitates the given reaction. (1) Reactant: [C:1]([C:3]1[CH:31]=[CH:30][C:6]2[NH:7][C:8]([C:10]([C:18]3[C:26]([O:27][CH3:28])=[CH:25][C:24]([CH3:29])=[C:23]4[C:19]=3[CH:20]=[CH:21][NH:22]4)([CH3:17])[CH2:11][CH2:12][C:13]([O:15]C)=[O:14])=[N:9][C:5]=2[CH:4]=1)#[N:2].[OH-].[K+]. Product: [C:1]([C:3]1[CH:31]=[CH:30][C:6]2[NH:7][C:8]([C:10]([C:18]3[C:26]([O:27][CH3:28])=[CH:25][C:24]([CH3:29])=[C:23]4[C:19]=3[CH:20]=[CH:21][NH:22]4)([CH3:17])[CH2:11][CH2:12][C:13]([OH:15])=[O:14])=[N:9][C:5]=2[CH:4]=1)#[N:2]. The catalyst class is: 5. (2) Reactant: [CH3:1][CH:2]1[CH2:7][CH2:6][C:5](=O)[CH2:4][CH2:3]1.[NH:9]1[CH2:14][CH2:13][O:12][CH2:11][CH2:10]1. Product: [CH3:1][CH:2]1[CH2:7][CH2:6][C:5]([N:9]2[CH2:14][CH2:13][O:12][CH2:11][CH2:10]2)=[CH:4][CH2:3]1. The catalyst class is: 48. (3) Reactant: Br[CH2:2][C:3](=O)[CH2:4][O:5][CH3:6].Cl.[C:9]([C:12]1[C:13]([CH:23]2[CH2:26][CH2:25][CH2:24]2)=[CH:14][C:15]([CH3:22])=[C:16]([CH:21]=1)[C:17]([O:19][CH3:20])=[O:18])(=[NH:11])[NH2:10].C(=O)([O-])[O-].[K+].[K+]. Product: [CH:23]1([C:13]2[C:12]([C:9]3[NH:10][C:3]([CH2:4][O:5][CH3:6])=[CH:2][N:11]=3)=[CH:21][C:16]([C:17]([O:19][CH3:20])=[O:18])=[C:15]([CH3:22])[CH:14]=2)[CH2:24][CH2:25][CH2:26]1. The catalyst class is: 23. (4) Reactant: Br[C:2]1[C:3]([NH:9][C@H:10]2[CH2:15][CH2:14][CH2:13][C@H:12]([N:16]([CH3:24])[C:17](=[O:23])[O:18][C:19]([CH3:22])([CH3:21])[CH3:20])[C@H:11]2[OH:25])=[N:4][C:5]([Cl:8])=[N:6][CH:7]=1.[CH3:26][N:27]1[CH:31]=[C:30](B2OC(C)(C)C(C)(C)O2)[CH:29]=[N:28]1.C(Cl)Cl.[O-]P([O-])([O-])=O.[K+].[K+].[K+]. Product: [Cl:8][C:5]1[N:4]=[C:3]([NH:9][C@H:10]2[CH2:15][CH2:14][CH2:13][C@H:12]([N:16]([CH3:24])[C:17](=[O:23])[O:18][C:19]([CH3:22])([CH3:21])[CH3:20])[C@H:11]2[OH:25])[C:2]([C:30]2[CH:29]=[N:28][N:27]([CH3:26])[CH:31]=2)=[CH:7][N:6]=1. The catalyst class is: 117. (5) Reactant: [O:1]1[CH2:6][CH2:5]OCC1.[Se](=O)=O.[F:10][C:11]1[CH:16]=[CH:15][C:14]([NH:17][C:18]2[N:19]([CH3:34])[C:20]3[C:29]4[C:28](=[O:30])[NH:27][C:26](C)=[C:25](C)[C:24]=4[CH:23]=[CH:22][C:21]=3[N:33]=2)=[C:13]([CH3:35])[CH:12]=1.[Se]. Product: [F:10][C:11]1[CH:16]=[CH:15][C:14]([NH:17][C:18]2[N:19]([CH3:34])[C:20]3[C:29]4[C:28](=[O:30])[NH:27][C:5]([CH:6]=[O:1])=[C:25]([CH3:26])[C:24]=4[CH:23]=[CH:22][C:21]=3[N:33]=2)=[C:13]([CH3:35])[CH:12]=1. The catalyst class is: 24. (6) Reactant: [CH:1]([C:4]1[C:13]2[C:8](=[CH:9][C:10]([O:16][CH3:17])=[C:11]([O:14][CH3:15])[CH:12]=2)[CH:7]=[C:6]([OH:18])[N:5]=1)([CH3:3])[CH3:2].Cl.Cl[CH2:21][C:22]1[CH:23]=[N:24][C:25]2[C:30]([CH:31]=1)=[CH:29][CH:28]=[CH:27][CH:26]=2.Cl.ClCC1C(NCCOC)=NC2C(C=1)=CC(OC)=CC=2.[Li+].[OH-]. Product: [CH:1]([C:4]1[C:13]2[C:8](=[CH:9][C:10]([O:16][CH3:17])=[C:11]([O:14][CH3:15])[CH:12]=2)[C:7]([CH2:21][C:22]2[CH:23]=[N:24][C:25]3[C:30]([CH:31]=2)=[CH:29][CH:28]=[CH:27][CH:26]=3)=[C:6]([OH:18])[N:5]=1)([CH3:3])[CH3:2]. The catalyst class is: 1.